Dataset: Full USPTO retrosynthesis dataset with 1.9M reactions from patents (1976-2016). Task: Predict the reactants needed to synthesize the given product. (1) Given the product [CH3:1][O:2][C:3](=[O:35])[CH2:4][NH:5][C:6]1[CH:11]=[CH:10][C:9]([CH2:12][N:13]2[CH:17]=[C:16]([C:18]3[CH:23]=[CH:22][C:21]([Cl:24])=[CH:20][C:19]=3[Cl:25])[N:15]=[C:14]2/[CH:26]=[CH:27]/[C:28]2[CH:33]=[CH:32][C:31]([C:41]3[CH:42]=[CH:43][C:38]([C:37]([F:48])([F:47])[F:36])=[CH:39][CH:40]=3)=[CH:30][CH:29]=2)=[CH:8][CH:7]=1, predict the reactants needed to synthesize it. The reactants are: [CH3:1][O:2][C:3](=[O:35])[CH2:4][NH:5][C:6]1[CH:11]=[CH:10][C:9]([CH2:12][N:13]2[CH:17]=[C:16]([C:18]3[CH:23]=[CH:22][C:21]([Cl:24])=[CH:20][C:19]=3[Cl:25])[N:15]=[C:14]2/[CH:26]=[CH:27]/[C:28]2[CH:33]=[CH:32][C:31](Br)=[CH:30][CH:29]=2)=[CH:8][CH:7]=1.[F:36][C:37]([F:48])([F:47])[C:38]1[CH:43]=[CH:42][C:41](B(O)O)=[CH:40][CH:39]=1. (2) Given the product [CH:45]1([NH:44][CH:38]2[CH2:39][CH2:40][CH2:41][CH2:42][CH2:43]2)[CH2:46][CH2:47][CH2:48][CH2:49][CH2:50]1.[C:32]([C:31]([C:28]1[CH:29]=[CH:30][C:25]([CH2:24][CH2:23][C:22]([CH:17]2[CH2:18][CH2:19][CH2:20][CH2:21]2)([OH:37])[CH2:16][C:14]([OH:13])=[O:15])=[CH:26][C:27]=1[F:36])([CH3:34])[CH3:35])#[N:33], predict the reactants needed to synthesize it. The reactants are: [Li+].C[Si]([N-][Si](C)(C)C)(C)C.CC[O:13][C:14]([CH3:16])=[O:15].[CH:17]1([C:22](=[O:37])[CH2:23][CH2:24][C:25]2[CH:30]=[CH:29][C:28]([C:31]([CH3:35])([CH3:34])[C:32]#[N:33])=[C:27]([F:36])[CH:26]=2)[CH2:21][CH2:20][CH2:19][CH2:18]1.[CH:38]1([NH:44][CH:45]2[CH2:50][CH2:49][CH2:48][CH2:47][CH2:46]2)[CH2:43][CH2:42][CH2:41][CH2:40][CH2:39]1.